The task is: Predict the product of the given reaction.. This data is from Forward reaction prediction with 1.9M reactions from USPTO patents (1976-2016). (1) Given the reactants [NH2:1][C@@H:2]([CH2:32][C:33]1[CH:38]=[C:37]([F:39])[CH:36]=[C:35]([F:40])[CH:34]=1)[C@H:3]([OH:31])[CH2:4][NH:5][CH:6]1[C:15]2[C:10](=[CH:11][CH:12]=[C:13]([CH2:16][C:17]([CH3:20])([CH3:19])[CH3:18])[CH:14]=2)[N:9]([C:21]([O:23][CH2:24][C:25]2[CH:30]=[CH:29][CH:28]=[CH:27][CH:26]=2)=[O:22])[CH2:8][CH2:7]1.[C:41](N(C(=O)C)OC)(=[O:43])[CH3:42], predict the reaction product. The product is: [C:41]([NH:1][C@@H:2]([CH2:32][C:33]1[CH:38]=[C:37]([F:39])[CH:36]=[C:35]([F:40])[CH:34]=1)[C@H:3]([OH:31])[CH2:4][NH:5][CH:6]1[C:15]2[C:10](=[CH:11][CH:12]=[C:13]([CH2:16][C:17]([CH3:20])([CH3:19])[CH3:18])[CH:14]=2)[N:9]([C:21]([O:23][CH2:24][C:25]2[CH:26]=[CH:27][CH:28]=[CH:29][CH:30]=2)=[O:22])[CH2:8][CH2:7]1)(=[O:43])[CH3:42]. (2) Given the reactants [C:1]([O:5][C:6]([N:8]([C:19]([O:21][C:22]([CH3:25])([CH3:24])[CH3:23])=[O:20])[C:9]1[S:10][C:11]2[CH:17]=[CH:16][CH:15]=[C:14]([CH3:18])[C:12]=2[N:13]=1)=[O:7])([CH3:4])([CH3:3])[CH3:2].[Br:26]N1C(=O)CCC1=O.N(C(C)(C)C#N)=NC(C)(C)C#N, predict the reaction product. The product is: [Br:26][CH2:18][C:14]1[C:12]2[N:13]=[C:9]([N:8]([C:19]([O:21][C:22]([CH3:25])([CH3:24])[CH3:23])=[O:20])[C:6]([O:5][C:1]([CH3:4])([CH3:3])[CH3:2])=[O:7])[S:10][C:11]=2[CH:17]=[CH:16][CH:15]=1. (3) Given the reactants I.[Cl:2][C:3]1[N:4]=[CH:5][N:6]([C:8]2[CH:13]=[CH:12][C:11]([NH:14][C:15](SC)=[NH:16])=[CH:10][C:9]=2[O:19][CH3:20])[CH:7]=1.[Cl:21][CH2:22][CH2:23][CH2:24][CH2:25][CH:26]([C:30]1[CH:35]=[CH:34][C:33]([F:36])=[CH:32][C:31]=1[F:37])[C:27](O)=O.[NH2:38][NH2:39], predict the reaction product. The product is: [Cl:21][CH2:22][CH2:23][CH2:24][CH2:25][CH:26]([C:27]1[NH:39][N:38]=[C:15]([NH:14][C:11]2[CH:12]=[CH:13][C:8]([N:6]3[CH:7]=[C:3]([Cl:2])[N:4]=[CH:5]3)=[C:9]([O:19][CH3:20])[CH:10]=2)[N:16]=1)[C:30]1[CH:35]=[CH:34][C:33]([F:36])=[CH:32][C:31]=1[F:37]. (4) Given the reactants [C:1]([C:5]1[N:10]=[C:9]([O:11][CH2:12][CH3:13])[C:8]([C:14]2[N:15]([C:35](Cl)=[O:36])[C:16]([C:28]3[CH:33]=[CH:32][C:31]([Cl:34])=[CH:30][CH:29]=3)([CH3:27])[C:17]([C:20]3[CH:25]=[CH:24][C:23]([Cl:26])=[CH:22][CH:21]=3)([CH3:19])[N:18]=2)=[CH:7][N:6]=1)([CH3:4])([CH3:3])[CH3:2].[OH:38][CH2:39][CH2:40][O:41][CH2:42][CH2:43][N:44]1[CH2:49][CH2:48][NH:47][CH2:46][CH2:45]1, predict the reaction product. The product is: [C:1]([C:5]1[N:10]=[C:9]([O:11][CH2:12][CH3:13])[C:8]([C:14]2[N:15]([C:35]([N:47]3[CH2:46][CH2:45][N:44]([CH2:43][CH2:42][O:41][CH2:40][CH2:39][OH:38])[CH2:49][CH2:48]3)=[O:36])[C@@:16]([C:28]3[CH:29]=[CH:30][C:31]([Cl:34])=[CH:32][CH:33]=3)([CH3:27])[C@@:17]([C:20]3[CH:25]=[CH:24][C:23]([Cl:26])=[CH:22][CH:21]=3)([CH3:19])[N:18]=2)=[CH:7][N:6]=1)([CH3:2])([CH3:4])[CH3:3]. (5) Given the reactants [OH:1][CH:2]1[CH2:5][N:4]([C:6]([O:8][C:9]([CH3:12])([CH3:11])[CH3:10])=[O:7])[CH2:3]1.C[C:14]([CH3:17])([O-:16])[CH3:15].[K+].[Cl:19][C:20]1[C:21]([C:29]([NH2:31])=[O:30])=[N:22][C:23]([CH2:27][CH3:28])=[C:24](Cl)[N:25]=1, predict the reaction product. The product is: [CH:14]([O:16][CH:2]([CH3:5])[CH3:3])([CH3:17])[CH3:15].[C:29]([C:21]1[N:22]=[C:23]([CH2:27][CH3:28])[C:24]([O:1][CH:2]2[CH2:3][N:4]([C:6]([O:8][C:9]([CH3:12])([CH3:11])[CH3:10])=[O:7])[CH2:5]2)=[N:25][C:20]=1[Cl:19])(=[O:30])[NH2:31]. (6) Given the reactants Cl.Cl.[CH3:3][N:4]([CH3:9])[CH:5]1[CH2:8][NH:7][CH2:6]1.[Cl:10][C:11]1[C:12]([C:30]2[C:38]3[C:33](=[CH:34][CH:35]=[CH:36][CH:37]=3)[NH:32][CH:31]=2)=[N:13][C:14]([NH:17][C:18]2[CH:23]=[C:22]([N+:24]([O-:26])=[O:25])[C:21](F)=[CH:20][C:19]=2[O:28][CH3:29])=[N:15][CH:16]=1.CCN(C(C)C)C(C)C, predict the reaction product. The product is: [Cl:10][C:11]1[C:12]([C:30]2[C:38]3[C:33](=[CH:34][CH:35]=[CH:36][CH:37]=3)[NH:32][CH:31]=2)=[N:13][C:14]([NH:17][C:18]2[CH:23]=[C:22]([N+:24]([O-:26])=[O:25])[C:21]([N:7]3[CH2:8][CH:5]([N:4]([CH3:9])[CH3:3])[CH2:6]3)=[CH:20][C:19]=2[O:28][CH3:29])=[N:15][CH:16]=1.